From a dataset of Reaction yield outcomes from USPTO patents with 853,638 reactions. Predict the reaction yield, written as a fraction of the theoretical maximum amount of product (1.0 means a 100% yield; for example, 0.34 means a 34% yield). (1) The reactants are [CH3:1][C:2]1[CH:7]=[CH:6][C:5]([NH:8][C:9]2[CH:14]=[CH:13][CH:12]=[CH:11][CH:10]=2)=[C:4]([N+:15]([O-])=O)[CH:3]=1. The catalyst is CCOC(C)=O.[Pd]. The product is [CH3:1][C:2]1[CH:3]=[C:4]([NH2:15])[C:5]([NH:8][C:9]2[CH:14]=[CH:13][CH:12]=[CH:11][CH:10]=2)=[CH:6][CH:7]=1. The yield is 0.960. (2) The reactants are [CH2:1]([OH:6])[CH2:2][CH:3]([OH:5])[CH3:4].N1C=CN=C1.[C:12]([Si:16](Cl)([CH3:18])[CH3:17])([CH3:15])([CH3:14])[CH3:13].CCOCC. The catalyst is CN(C)C=O.CCCCCC. The product is [Si:16]([O:6][CH2:1][CH2:2][CH:3]([OH:5])[CH3:4])([C:12]([CH3:15])([CH3:14])[CH3:13])([CH3:18])[CH3:17]. The yield is 0.800. (3) The reactants are [CH3:1][C:2]1[N:7]=[C:6]2[N:8]=[C:9]([SH:11])[O:10][C:5]2=[CH:4][CH:3]=1.[C:12](=O)([O-])[O-].[K+].[K+].CI. The catalyst is CN(C)C=O. The product is [CH3:1][C:2]1[N:7]=[C:6]2[N:8]=[C:9]([S:11][CH3:12])[O:10][C:5]2=[CH:4][CH:3]=1. The yield is 0.900. (4) The reactants are ClC1C=C[CH:5]=[C:4]([C:8]([O:10]O)=[O:9])[CH:3]=1.FC(F)(F)S(O)(=O)=O. The catalyst is ClCCl. The product is [CH3:5][C:4]1([CH3:3])[C:8](=[O:9])[O:10][CH2:4][C:8](=[O:9])[O:10]1. The yield is 0.600.